This data is from Forward reaction prediction with 1.9M reactions from USPTO patents (1976-2016). The task is: Predict the product of the given reaction. Given the reactants [CH2:1]([C:4]1[CH:9]=[C:8]([C:10]([F:13])([F:12])[F:11])[CH:7]=[CH:6][C:5]=1[OH:14])[CH:2]=[CH2:3].Cl[Sn](Cl)(Cl)Cl.[I:20]I, predict the reaction product. The product is: [I:20][CH2:3][CH:2]1[CH2:1][C:4]2[CH:9]=[C:8]([C:10]([F:12])([F:13])[F:11])[CH:7]=[CH:6][C:5]=2[O:14]1.